From a dataset of Reaction yield outcomes from USPTO patents with 853,638 reactions. Predict the reaction yield, written as a fraction of the theoretical maximum amount of product (1.0 means a 100% yield; for example, 0.34 means a 34% yield). (1) The reactants are C1(P(C2C=CC=CC=2)C2C=CC=CC=2)C=CC=CC=1.II.[Si:22]([O:29][C@@H:30]([CH3:65])[C@@H:31]([NH:54][C:55]1[CH:60]=[CH:59][C:58]([C:61]#[N:62])=[C:57]([Cl:63])[C:56]=1[CH3:64])[C:32]([NH:34][NH:35][C:36](=[O:53])[C:37]1[CH:42]=[CH:41][C:40]([O:43][CH2:44][C:45]2[CH:50]=[CH:49][C:48]([O:51][CH3:52])=[CH:47][CH:46]=2)=[CH:39][CH:38]=1)=O)([C:25]([CH3:28])([CH3:27])[CH3:26])([CH3:24])[CH3:23]. The catalyst is C(Cl)Cl. The product is [Si:22]([O:29][C@@H:30]([CH3:65])[C@@H:31]([NH:54][C:55]1[CH:60]=[CH:59][C:58]([C:61]#[N:62])=[C:57]([Cl:63])[C:56]=1[CH3:64])[C:32]1[O:53][C:36]([C:37]2[CH:38]=[CH:39][C:40]([O:43][CH2:44][C:45]3[CH:50]=[CH:49][C:48]([O:51][CH3:52])=[CH:47][CH:46]=3)=[CH:41][CH:42]=2)=[N:35][N:34]=1)([C:25]([CH3:26])([CH3:28])[CH3:27])([CH3:24])[CH3:23]. The yield is 0.870. (2) The product is [Cl:1][C:2]1[CH:7]=[CH:6][C:5]([C:8]2[S:9][C:10]3[C:11](=[O:26])[N:12]([C:17]4[CH:22]=[CH:21][C:20]([O:23][CH2:28][CH2:29][N:30]5[CH2:35][CH2:34][O:33][CH2:32][C:31]5=[O:36])=[C:19]([O:24][CH3:25])[CH:18]=4)[CH:13]=[CH:14][C:15]=3[N:16]=2)=[CH:4][CH:3]=1. The reactants are [Cl:1][C:2]1[CH:7]=[CH:6][C:5]([C:8]2[S:9][C:10]3[C:11](=[O:26])[N:12]([C:17]4[CH:22]=[CH:21][C:20]([OH:23])=[C:19]([O:24][CH3:25])[CH:18]=4)[CH:13]=[CH:14][C:15]=3[N:16]=2)=[CH:4][CH:3]=1.O[CH2:28][CH2:29][N:30]1[CH2:35][CH2:34][O:33][CH2:32][C:31]1=[O:36].C1(P(C2C=CC=CC=2)C2C=CC=CC=2)C=CC=CC=1.CC(OC(/N=N/C(OC(C)C)=O)=O)C. The catalyst is C1COCC1.O. The yield is 0.430. (3) The reactants are Br[C:2]1[C:8]([C:9]([F:12])([F:11])[F:10])=[CH:7][C:5]([NH2:6])=[CH:4][C:3]=1[Cl:13].CC1(C)C(C)(C)OB([C:22]2[CH:41]=[CH:40][C:25]([O:26][CH:27]3[CH2:32][CH2:31][N:30]([C:33]([O:35][C:36]([CH3:39])([CH3:38])[CH3:37])=[O:34])[CH2:29][CH2:28]3)=[CH:24][CH:23]=2)O1.C([O-])([O-])=O.[Na+].[Na+].O1CCOCC1. The catalyst is O.C(OCC)(=O)C.C1C=CC([P]([Pd]([P](C2C=CC=CC=2)(C2C=CC=CC=2)C2C=CC=CC=2)([P](C2C=CC=CC=2)(C2C=CC=CC=2)C2C=CC=CC=2)[P](C2C=CC=CC=2)(C2C=CC=CC=2)C2C=CC=CC=2)(C2C=CC=CC=2)C2C=CC=CC=2)=CC=1. The product is [C:36]([O:35][C:33]([N:30]1[CH2:29][CH2:28][CH:27]([O:26][C:25]2[CH:40]=[CH:41][C:22]([C:2]3[C:3]([Cl:13])=[CH:4][C:5]([NH2:6])=[CH:7][C:8]=3[C:9]([F:12])([F:11])[F:10])=[CH:23][CH:24]=2)[CH2:32][CH2:31]1)=[O:34])([CH3:39])([CH3:37])[CH3:38]. The yield is 0.410. (4) The reactants are [NH2:1]/[C:2](/[C:17]#[N:18])=[C:3](\[NH:6][C:7]([NH:9][C@H:10]1[CH2:15][CH2:14][C@H:13]([OH:16])[CH2:12][CH2:11]1)=[O:8])/[C:4]#[N:5].O[C@H]1C[CH2:24][C@H:23]([C:26](O)=O)[CH2:22][CH2:21]1.C(N(CC)CC)C.C1(P(N=[N+]=[N-])(C2C=CC=CC=2)=[O:43])C=CC=CC=1.[O-][Mn](=O)(=O)=O.[K+].N/C(/C#N)=C(\N)/C#N.C([O:70][CH2:71][CH3:72])(=O)C. The catalyst is C1(C)C=CC=CC=1.C(#N)C. The product is [OH:16][C@H:13]1[CH2:14][CH2:15][C@H:10]([N:9]2[C:7](=[O:8])[NH:6][C:3]3[C:4]2=[N:5][C:26]([C:23]2[CH:22]=[CH:21][CH:72]=[C:71]([OH:70])[CH:24]=2)=[N:1][C:2]=3[C:17]([NH2:18])=[O:43])[CH2:11][CH2:12]1. The yield is 0.310. (5) The reactants are C([NH:4][C:5]1(C(OCC)=O)[CH2:14][C:13]2[C:8](=[CH:9][CH:10]=[CH:11][CH:12]=2)[NH:7][C:6]1=[O:15])(=O)C. The catalyst is Cl. The product is [NH2:4][CH:5]1[CH2:14][C:13]2[C:8](=[CH:9][CH:10]=[CH:11][CH:12]=2)[NH:7][C:6]1=[O:15]. The yield is 0.720.